This data is from Forward reaction prediction with 1.9M reactions from USPTO patents (1976-2016). The task is: Predict the product of the given reaction. Given the reactants CC1C=CC(S(O)(=O)=O)=CC=1.[N:12]1([C:17]2[N:21]=[C:20]([C:22](=O)[CH3:23])[S:19][N:18]=2)[CH:16]=[CH:15][N:14]=[CH:13]1.C(OC(=O)[N:31]([CH2:42][CH2:43][NH2:44])[CH2:32][C:33]1[CH:41]=[CH:40][C:36]2[O:37][CH2:38][O:39][C:35]=2[CH:34]=1)(C)(C)C.O, predict the reaction product. The product is: [O:37]1[C:36]2[CH:40]=[CH:41][C:33]([CH2:32][NH:31][CH2:42][CH2:43][NH:44][CH:22]([C:20]3[S:19][N:18]=[C:17]([N:12]4[CH:16]=[CH:15][N:14]=[CH:13]4)[N:21]=3)[CH3:23])=[CH:34][C:35]=2[O:39][CH2:38]1.